Dataset: Reaction yield outcomes from USPTO patents with 853,638 reactions. Task: Predict the reaction yield, written as a fraction of the theoretical maximum amount of product (1.0 means a 100% yield; for example, 0.34 means a 34% yield). (1) The reactants are [CH3:1][CH:2]([N:4]1[C:12](/[CH:13]=[CH:14]/[C@H:15]([OH:24])[CH2:16][C@H:17]([OH:23])[CH2:18][C:19]([O:21]C)=[O:20])=[C:11]([C:25]2[CH:30]=[CH:29][C:28]([F:31])=[CH:27][CH:26]=2)[C:10]2[C:5]1=[CH:6][CH:7]=[CH:8][CH:9]=2)[CH3:3].[OH-].[Na+:33].CC(O)C. The catalyst is CCO. The product is [CH3:3][CH:2]([N:4]1[C:12](/[CH:13]=[CH:14]/[CH:15]([OH:24])[CH2:16][CH:17]([OH:23])[CH2:18][C:19]([O-:21])=[O:20])=[C:11]([C:25]2[CH:26]=[CH:27][C:28]([F:31])=[CH:29][CH:30]=2)[C:10]2[CH:9]=[CH:8][CH:7]=[CH:6][C:5]1=2)[CH3:1].[Na+:33]. The yield is 0.950. (2) The reactants are [Cl:1][C:2]1[CH:3]=[C:4]([F:9])[C:5](F)=[N:6][CH:7]=1.Cl.[O:11]=[C:12]1[C@@H:16]([O:17][C:18]2[CH:19]=[CH:20][C:21]([C:24]([O:26][CH3:27])=[O:25])=[N:22][CH:23]=2)[CH2:15][CH2:14][N:13]1[CH:28]1[CH2:33][CH2:32][NH:31][CH2:30][CH2:29]1.CCN(C(C)C)C(C)C. The catalyst is CN(C=O)C. The product is [Cl:1][C:2]1[CH:3]=[C:4]([F:9])[C:5]([N:31]2[CH2:32][CH2:33][CH:28]([N:13]3[CH2:14][CH2:15][C@H:16]([O:17][C:18]4[CH:19]=[CH:20][C:21]([C:24]([O:26][CH3:27])=[O:25])=[N:22][CH:23]=4)[C:12]3=[O:11])[CH2:29][CH2:30]2)=[N:6][CH:7]=1. The yield is 0.860. (3) The reactants are [H-].[Na+].[C:3]([O:11][CH2:12][CH3:13])(=[O:10])[CH2:4][C:5]([O:7][CH2:8][CH3:9])=[O:6].Br[C:15]1[C:20]([N+:21]([O-:23])=[O:22])=[CH:19][CH:18]=[C:17]([O:24][CH:25]([CH3:27])[CH3:26])[N:16]=1.[NH4+].[Cl-]. The catalyst is CS(C)=O. The product is [CH:25]([O:24][C:17]1[N:16]=[C:15]([CH:4]([C:5]([O:7][CH2:8][CH3:9])=[O:6])[C:3]([O:11][CH2:12][CH3:13])=[O:10])[C:20]([N+:21]([O-:23])=[O:22])=[CH:19][CH:18]=1)([CH3:27])[CH3:26]. The yield is 0.380. (4) The reactants are [CH3:1][N:2]1[CH2:6][C@@H:5]([C:7]2[CH:12]=[CH:11][CH:10]=[CH:9][C:8]=2[CH3:13])[C@H:4]([N+:14]([O-])=O)[C@@H:3]1[CH3:17].C(O)(=O)C. The catalyst is CO.[Zn]. The product is [CH3:1][N:2]1[CH2:6][C@@H:5]([C:7]2[CH:12]=[CH:11][CH:10]=[CH:9][C:8]=2[CH3:13])[C@H:4]([NH2:14])[C@@H:3]1[CH3:17]. The yield is 0.700. (5) The catalyst is CCO. The product is [CH2:1]([O:3][C:4](=[O:17])[CH2:5][C:6]1[C:7]([CH2:12][OH:13])=[N:8][CH:9]=[CH:10][CH:11]=1)[CH3:2]. The yield is 0.520. The reactants are [CH2:1]([O:3][C:4](=[O:17])[CH2:5][C:6]1[C:7]([CH2:12][O:13]C(=O)C)=[N:8][CH:9]=[CH:10][CH:11]=1)[CH3:2].[OH-].[K+].